This data is from Forward reaction prediction with 1.9M reactions from USPTO patents (1976-2016). The task is: Predict the product of the given reaction. (1) Given the reactants [F:1][C:2]1[CH:7]=[CH:6][C:5]([C:8]2[N:16]3[C:11]([CH:12]=[C:13]([CH2:17][N:18]4[CH:22]=[C:21]([C:23]([OH:30])([C:26]([F:29])([F:28])[F:27])[CH2:24][CH3:25])[N:20]=[N:19]4)[CH:14]=[CH:15]3)=[CH:10][C:9]=2[CH2:31]OS(C)(=O)=O)=[CH:4][CH:3]=1.[CH3:37][S:38]([O-:40])=[O:39].[Na+], predict the reaction product. The product is: [F:28][C:26]([F:27])([F:29])[C:23]([C:21]1[N:20]=[N:19][N:18]([CH2:17][C:13]2[CH:14]=[CH:15][N:16]3[C:11]([CH:12]=2)=[CH:10][C:9]([CH2:31][S:38]([CH3:37])(=[O:40])=[O:39])=[C:8]3[C:5]2[CH:4]=[CH:3][C:2]([F:1])=[CH:7][CH:6]=2)[CH:22]=1)([OH:30])[CH2:24][CH3:25]. (2) Given the reactants FC1C=C(F)C=CC=1C1C=C(CN2C(=O)C3=CC=CC=C3C2=O)C(=O)N(CC(C)C)N=1.[C:32]([C:35]1[C:36](=[O:56])[N:37]([CH2:50][CH:51]2[CH2:55][CH2:54][CH2:53][CH2:52]2)[N:38]=[C:39]([C:41]2[CH:46]=[CH:45][C:44]([O:47][CH3:48])=[C:43]([F:49])[CH:42]=2)[CH:40]=1)(O)=[O:33], predict the reaction product. The product is: [CH:51]1([CH2:50][N:37]2[C:36](=[O:56])[C:35]([CH2:32][OH:33])=[CH:40][C:39]([C:41]3[CH:46]=[CH:45][C:44]([O:47][CH3:48])=[C:43]([F:49])[CH:42]=3)=[N:38]2)[CH2:55][CH2:54][CH2:53][CH2:52]1. (3) Given the reactants [Br:1][C:2]1[N:7]=[C:6]([C@@H:8]([NH:10]S(C(C)(C)C)=O)[CH3:9])[CH:5]=[CH:4][CH:3]=1, predict the reaction product. The product is: [Br:1][C:2]1[N:7]=[C:6]([C@@H:8]([NH2:10])[CH3:9])[CH:5]=[CH:4][CH:3]=1. (4) Given the reactants Cl.[CH2:2]=[C:3]1[C:8](=[O:9])[CH:7]2[CH2:10][CH2:11][N:4]1[CH2:5][CH2:6]2.O.[SH:13][C:14]1[N:22]=[CH:21][N:20]=[C:19]2[C:15]=1[NH:16][CH:17]=[N:18]2, predict the reaction product. The product is: [N:22]1[C:14]([S:13][CH2:2][CH:3]2[C:8](=[O:9])[CH:7]3[CH2:10][CH2:11][N:4]2[CH2:5][CH2:6]3)=[C:15]2[C:19]([NH:18][CH:17]=[N:16]2)=[N:20][CH:21]=1. (5) Given the reactants [C:1]([O:5][CH3:6])(=[O:4])[CH2:2][SH:3].[Cl:7][C:8]1[C:15]([Cl:16])=[CH:14][CH:13]=[C:12](F)[C:9]=1[CH:10]=O, predict the reaction product. The product is: [Cl:7][C:8]1[C:9]2[CH:10]=[C:2]([C:1]([O:5][CH3:6])=[O:4])[S:3][C:12]=2[CH:13]=[CH:14][C:15]=1[Cl:16].